This data is from Full USPTO retrosynthesis dataset with 1.9M reactions from patents (1976-2016). The task is: Predict the reactants needed to synthesize the given product. (1) Given the product [CH3:20][CH:21]1[NH:22][CH2:23][CH2:24][N:25]([C:13]2[C:18]([Cl:19])=[CH:17][CH:16]=[CH:15][N:14]=2)[CH2:26]1, predict the reactants needed to synthesize it. The reactants are: C[Si](C)(C)C1C=C(C=CC=1)N.Cl[C:13]1[C:18]([Cl:19])=[CH:17][CH:16]=[CH:15][N:14]=1.[CH3:20][C@@H:21]1[CH2:26][NH:25][CH2:24][CH2:23][NH:22]1. (2) Given the product [NH2:28][C@H:29]([C:35]([OH:37])=[O:36])[CH2:30][CH2:31][CH2:32][CH2:33][NH2:34].[CH3:26][O:25][C:24]1[C:22]([OH:23])=[CH:21][CH:20]=[C:19](/[CH:18]=[CH:17]/[C:15]([CH2:14][C:12](/[CH:11]=[CH:10]/[C:5]2[CH:4]=[C:3]([O:2][CH3:1])[C:8]([OH:9])=[CH:7][CH:6]=2)=[O:13])=[O:16])[CH:27]=1, predict the reactants needed to synthesize it. The reactants are: [CH3:1][O:2][C:3]1[C:8]([OH:9])=[CH:7][CH:6]=[C:5](/[CH:10]=[CH:11]/[C:12]([CH2:14][C:15](/[CH:17]=[CH:18]/[C:19]2[CH:27]=[C:24]([O:25][CH3:26])[C:22]([OH:23])=[CH:21][CH:20]=2)=[O:16])=[O:13])[CH:4]=1.[NH2:28][C@H:29]([C:35]([OH:37])=[O:36])[CH2:30][CH2:31][CH2:32][CH2:33][NH2:34].